Task: Predict the product of the given reaction.. Dataset: Forward reaction prediction with 1.9M reactions from USPTO patents (1976-2016) (1) Given the reactants [OH:1][CH2:2][CH2:3][CH2:4][CH2:5][CH2:6][CH2:7][CH2:8][CH2:9][CH2:10][CH2:11][CH2:12][O:13][C:14]1[CH:21]=[CH:20][C:17]([CH:18]=O)=[CH:16][C:15]=1[O:22][CH3:23].[CH3:24][O:25][C:26]1[CH:27]=[C:28]([CH2:34][C:35]#[N:36])[CH:29]=[CH:30][C:31]=1[O:32][CH3:33].[K].O, predict the reaction product. The product is: [C:35]([C:34]([C:28]1[CH:29]=[CH:30][C:31]([O:32][CH3:33])=[C:26]([O:25][CH3:24])[CH:27]=1)=[CH:18][C:17]1[CH:20]=[CH:21][C:14]([O:13][CH2:12][CH2:11][CH2:10][CH2:9][CH2:8][CH2:7][CH2:6][CH2:5][CH2:4][CH2:3][CH2:2][OH:1])=[C:15]([O:22][CH3:23])[CH:16]=1)#[N:36]. (2) Given the reactants Br[CH2:2][CH2:3][O:4][C:5]1[CH:11]=[CH:10][C:8]([NH2:9])=[C:7]([N+:12]([O-:14])=[O:13])[CH:6]=1.[CH3:15][NH:16][CH3:17], predict the reaction product. The product is: [CH3:15][N:16]([CH3:17])[CH2:2][CH2:3][O:4][C:5]1[CH:11]=[CH:10][C:8]([NH2:9])=[C:7]([N+:12]([O-:14])=[O:13])[CH:6]=1. (3) The product is: [CH2:32]([C:29]1[CH:28]=[C:27]([NH:26][C:23](=[O:24])[CH2:22][C:19]2[CH:20]=[CH:21][C:16]([O:15][C:6]3[C:5]4[C:10](=[CH:11][C:12]([O:13][CH3:14])=[C:3]([O:2][CH3:1])[CH:4]=4)[N:9]=[CH:8][N:7]=3)=[CH:17][CH:18]=2)[O:31][N:30]=1)[CH3:33]. Given the reactants [CH3:1][O:2][C:3]1[CH:4]=[C:5]2[C:10](=[CH:11][C:12]=1[O:13][CH3:14])[N:9]=[CH:8][N:7]=[C:6]2[O:15][C:16]1[CH:21]=[CH:20][C:19]([CH2:22][C:23](Cl)=[O:24])=[CH:18][CH:17]=1.[NH2:26][C:27]1[O:31][N:30]=[C:29]([CH2:32][CH3:33])[CH:28]=1, predict the reaction product. (4) The product is: [CH3:12][O:7][C:6](=[O:8])[C:5]1[CH:9]=[CH:10][C:2]([NH2:1])=[CH:3][C:4]=1[Cl:11]. Given the reactants [NH2:1][C:2]1[CH:10]=[CH:9][C:5]([C:6]([OH:8])=[O:7])=[C:4]([Cl:11])[CH:3]=1.[C:12](Cl)(=O)C, predict the reaction product. (5) Given the reactants COC(C1C=C(O)C2C(=C([N+]([O-])=O)C=CC=2)N=1)=O.[CH3:19][O:20][C:21]([C:23]1[CH:32]=[C:31]([OH:33])[C:30]2[C:25](=[C:26]([N+:35]([O-])=O)[CH:27]=[CH:28][C:29]=2[CH3:34])[N:24]=1)=[O:22], predict the reaction product. The product is: [CH3:19][O:20][C:21]([C:23]1[CH:32]=[C:31]([OH:33])[C:30]2[C:25](=[C:26]([NH2:35])[CH:27]=[CH:28][C:29]=2[CH3:34])[N:24]=1)=[O:22]. (6) Given the reactants Br[C:2]1[CH:3]=[CH:4][C:5]([F:14])=[C:6]([C:8]2[CH:13]=[CH:12][CH:11]=[CH:10][N:9]=2)[CH:7]=1.[B:15]1(B2OCC(C)(C)CO2)[O:20]CC(C)(C)C[O:16]1.C([O-])(=O)C.[K+].O1CCOCC1, predict the reaction product. The product is: [F:14][C:5]1[CH:4]=[CH:3][C:2]([B:15]([OH:20])[OH:16])=[CH:7][C:6]=1[C:8]1[CH:13]=[CH:12][CH:11]=[CH:10][N:9]=1. (7) Given the reactants [NH2:1][CH2:2][C:3]1([C:14]2[CH:19]=[CH:18][CH:17]=[CH:16][C:15]=2[CH3:20])[CH2:8][CH2:7][N:6]([C:9]([O:11][CH2:12][CH3:13])=[O:10])[CH2:5][CH2:4]1.Cl[C:22]([O:24][CH2:25][CH3:26])=[O:23].C(N(CC)CC)C.O, predict the reaction product. The product is: [CH2:12]([O:11][C:9]([N:6]1[CH2:7][CH2:8][C:3]([CH2:2][NH:1][C:22]([O:24][CH2:25][CH3:26])=[O:23])([C:14]2[CH:19]=[CH:18][CH:17]=[CH:16][C:15]=2[CH3:20])[CH2:4][CH2:5]1)=[O:10])[CH3:13]. (8) Given the reactants [Cl:1][C:2]1[CH:3]=[C:4]([NH2:19])[CH:5]=[N:6][C:7]=1[O:8][C:9]1[CH:10]=[C:11]2[C:16](=[CH:17][CH:18]=1)[N:15]=[CH:14][CH:13]=[CH:12]2.[CH3:20][O:21][C:22]1[CH:23]=[C:24]([S:30](Cl)(=[O:32])=[O:31])[CH:25]=[CH:26][C:27]=1[O:28][CH3:29], predict the reaction product. The product is: [Cl:1][C:2]1[CH:3]=[C:4]([NH:19][S:30]([C:24]2[CH:25]=[CH:26][C:27]([O:28][CH3:29])=[C:22]([O:21][CH3:20])[CH:23]=2)(=[O:32])=[O:31])[CH:5]=[N:6][C:7]=1[O:8][C:9]1[CH:10]=[C:11]2[C:16](=[CH:17][CH:18]=1)[N:15]=[CH:14][CH:13]=[CH:12]2. (9) Given the reactants [NH2:1][C:2]1[CH:12]=[CH:11][C:5]([C:6]([O:8]CC)=[O:7])=[CH:4][C:3]=1[Cl:13].O.[OH-].[Na+], predict the reaction product. The product is: [NH2:1][C:2]1[CH:12]=[CH:11][C:5]([C:6]([OH:8])=[O:7])=[CH:4][C:3]=1[Cl:13]. (10) Given the reactants [CH2:1]1[C:10]2[C:5](=[CH:6][C:7]([OH:11])=[CH:8][CH:9]=2)[CH2:4][CH2:3][NH:2]1.Br[CH2:13][C:14]1[CH:19]=[C:18]([C:20]([F:23])([F:22])[F:21])[CH:17]=[C:16]([C:24]([F:27])([F:26])[F:25])[CH:15]=1.C([O-])([O-])=O.[K+].[K+], predict the reaction product. The product is: [F:21][C:20]([F:22])([F:23])[C:18]1[CH:19]=[C:14]([CH:15]=[C:16]([C:24]([F:27])([F:25])[F:26])[CH:17]=1)[CH2:13][N:2]1[CH2:3][CH2:4][C:5]2[C:10](=[CH:9][CH:8]=[C:7]([OH:11])[CH:6]=2)[CH2:1]1.